This data is from Catalyst prediction with 721,799 reactions and 888 catalyst types from USPTO. The task is: Predict which catalyst facilitates the given reaction. Reactant: [CH3:1][N:2]([CH3:12])[C:3]1[CH:4]=[C:5]([CH:9]=[CH:10][CH:11]=1)[C:6]([OH:8])=O.CN(C(ON1N=NC2C=CC=NC1=2)=[N+](C)C)C.F[P-](F)(F)(F)(F)F.C(N(C(C)C)C(C)C)C.[O:46]1[CH2:51][CH2:50][O:49][CH2:48][CH:47]1[C:52]1[C:60]2[S:59][C:58]([NH2:61])=[N:57][C:56]=2[C:55]([O:62][CH3:63])=[CH:54][CH:53]=1. Product: [CH3:12][N:2]([CH3:1])[C:3]1[CH:4]=[C:5]([CH:9]=[CH:10][CH:11]=1)[C:6]([NH:61][C:58]1[S:59][C:60]2[C:52]([CH:47]3[CH2:48][O:49][CH2:50][CH2:51][O:46]3)=[CH:53][CH:54]=[C:55]([O:62][CH3:63])[C:56]=2[N:57]=1)=[O:8]. The catalyst class is: 396.